From a dataset of Full USPTO retrosynthesis dataset with 1.9M reactions from patents (1976-2016). Predict the reactants needed to synthesize the given product. (1) Given the product [F:42][C:35]1[CH:34]=[C:33]2[C:38]([C:39](=[O:41])[CH:40]=[C:31]([C:29]([NH:28][CH:25]3[CH2:26][CH2:27][N:22]([CH:15]4[C:16]5[C:12](=[CH:11][C:10]([O:9][CH2:8][CH2:7][CH2:6][NH:5][C:3](=[O:4])[C:2]([F:21])([F:20])[F:1])=[CH:18][CH:17]=5)[CH2:13][CH2:14]4)[CH2:23][CH2:24]3)=[O:30])[O:32]2)=[CH:37][CH:36]=1, predict the reactants needed to synthesize it. The reactants are: [F:1][C:2]([F:21])([F:20])[C:3]([NH:5][CH2:6][CH2:7][CH2:8][O:9][C:10]1[CH:11]=[C:12]2[C:16](=[CH:17][CH:18]=1)[C:15](=O)[CH2:14][CH2:13]2)=[O:4].[NH:22]1[CH2:27][CH2:26][CH:25]([NH:28][C:29]([C:31]2[O:32][C:33]3[C:38]([C:39](=[O:41])[CH:40]=2)=[CH:37][CH:36]=[C:35]([F:42])[CH:34]=3)=[O:30])[CH2:24][CH2:23]1.[BH3-]C#N.[Na+].C([O-])(O)=O.[Na+]. (2) Given the product [C:1]([C:3]1[CH:4]=[C:5]([CH:8]=[CH:9][C:10]=1[CH:11]([CH3:13])[CH3:12])[CH2:6][Cl:14])#[N:2], predict the reactants needed to synthesize it. The reactants are: [C:1]([C:3]1[CH:4]=[C:5]([CH:8]=[CH:9][C:10]=1[CH:11]([CH3:13])[CH3:12])[CH2:6]O)#[N:2].[Cl:14]CCl. (3) Given the product [Cl:2][C:3]1[CH:35]=[CH:34][CH:33]=[C:32]([Cl:36])[C:4]=1[CH2:5][O:6][CH2:7][CH2:8][O:9][CH2:10][CH2:11][CH2:12][CH2:13][CH2:14][CH2:15][NH:16][CH2:17][C@@H:18]([C:20]1[CH:21]=[CH:22][C:23]([OH:28])=[C:24]([CH2:25][OH:26])[CH:31]=1)[OH:19], predict the reactants needed to synthesize it. The reactants are: Cl.[Cl:2][C:3]1[CH:35]=[CH:34][CH:33]=[C:32]([Cl:36])[C:4]=1[CH2:5][O:6][CH2:7][CH2:8][O:9][CH2:10][CH2:11][CH2:12][CH2:13][CH2:14][CH2:15][NH:16][CH2:17][C@@H:18]([C:20]1[CH:21]=[CH:22][C:23]2[O:28]C(C)(C)[O:26][CH2:25][C:24]=2[CH:31]=1)[OH:19].C(=O)(O)[O-].[Na+].ClCCl. (4) Given the product [C:1]([O:5][C:6]([N:8]1[CH2:12][CH2:11][C@H:10]([N:13]([CH2:14][C:15]2[CH:20]=[CH:19][CH:18]=[CH:17][C:16]=2[C:21]2[CH:26]=[CH:25][CH:24]=[CH:23][CH:22]=2)[CH2:34][CH3:35])[CH2:9]1)=[O:7])([CH3:4])([CH3:2])[CH3:3], predict the reactants needed to synthesize it. The reactants are: [C:1]([O:5][C:6]([N:8]1[CH2:12][CH2:11][CH:10]([NH:13][CH2:14][C:15]2[CH:20]=[CH:19][CH:18]=[CH:17][C:16]=2[C:21]2[CH:26]=[CH:25][CH:24]=[CH:23][CH:22]=2)[CH2:9]1)=[O:7])([CH3:4])([CH3:3])[CH3:2].C([O-])([O-])=O.[Cs+].[Cs+].I[CH2:34][CH3:35]. (5) Given the product [C:19]([O:23][C:24]([N:26]1[CH2:31][CH2:30][CH:29]([C:32]#[C:33][C:2]2[C:3](=[O:18])[N:4]([CH2:9][C:10]3[CH:15]=[CH:14][C:13]([O:16][CH3:17])=[CH:12][CH:11]=3)[CH:5]=[C:6]([Cl:8])[N:7]=2)[CH2:28][CH2:27]1)=[O:25])([CH3:22])([CH3:21])[CH3:20], predict the reactants needed to synthesize it. The reactants are: Cl[C:2]1[C:3](=[O:18])[N:4]([CH2:9][C:10]2[CH:15]=[CH:14][C:13]([O:16][CH3:17])=[CH:12][CH:11]=2)[CH:5]=[C:6]([Cl:8])[N:7]=1.[C:19]([O:23][C:24]([N:26]1[CH2:31][CH2:30][CH:29]([C:32]#[CH:33])[CH2:28][CH2:27]1)=[O:25])([CH3:22])([CH3:21])[CH3:20].C(N(CC)CC)C.